This data is from Peptide-MHC class I binding affinity with 185,985 pairs from IEDB/IMGT. The task is: Regression. Given a peptide amino acid sequence and an MHC pseudo amino acid sequence, predict their binding affinity value. This is MHC class I binding data. (1) The binding affinity (normalized) is 0.824. The MHC is HLA-A02:01 with pseudo-sequence HLA-A02:01. The peptide sequence is SLAAIANQAV. (2) The peptide sequence is SRISIYWTI. The MHC is HLA-A30:02 with pseudo-sequence HLA-A30:02. The binding affinity (normalized) is 0.181. (3) The peptide sequence is FHARFVQAL. The MHC is HLA-A01:01 with pseudo-sequence HLA-A01:01. The binding affinity (normalized) is 0.0847. (4) The peptide sequence is YMIGYTAYY. The MHC is HLA-A29:02 with pseudo-sequence HLA-A29:02. The binding affinity (normalized) is 1.00.